Predict the reaction yield, written as a fraction of the theoretical maximum amount of product (1.0 means a 100% yield; for example, 0.34 means a 34% yield). From a dataset of Reaction yield outcomes from USPTO patents with 853,638 reactions. (1) The reactants are Br[C:2]1[CH:9]=[CH:8][C:5]([C:6]#[N:7])=[C:4]([C:10]([F:13])([F:12])[F:11])[CH:3]=1.C([Sn](CCCC)(CCCC)[C:19]1[S:20][CH:21]=[CH:22][N:23]=1)CCC. The catalyst is CN(C=O)C.[Pd](Cl)Cl.C1(P(C2C=CC=CC=2)[C-]2C=CC=C2)C=CC=CC=1.[C-]1(P(C2C=CC=CC=2)C2C=CC=CC=2)C=CC=C1.[Fe+2]. The product is [S:20]1[CH:21]=[CH:22][N:23]=[C:19]1[C:2]1[CH:9]=[CH:8][C:5]([C:6]#[N:7])=[C:4]([C:10]([F:13])([F:12])[F:11])[CH:3]=1. The yield is 0.840. (2) The reactants are [C:1]([O:4][CH2:5][C:6]1[CH:11]=[CH:10][CH:9]=[C:8]([CH2:12][O:13][C:14](=[O:16])[CH3:15])[CH:7]=1)(=[O:3])[CH3:2].C([O-])(=O)C.[Na+].[Br:22]Br.S([O-])([O-])=O.[Na+].[Na+]. The catalyst is C(O)(=O)C. The product is [C:1]([O:4][CH2:5][C:6]1[CH:7]=[C:8]([CH2:12][O:13][C:14](=[O:16])[CH3:15])[CH:9]=[CH:10][C:11]=1[Br:22])(=[O:3])[CH3:2]. The yield is 0.976. (3) The reactants are [F:1][C:2]1[CH:7]=[CH:6][C:5]([CH2:8][NH:9][C:10]([C:12]2[CH:17]=[CH:16][CH:15]=[C:14]([C:18]3[C:26]4[C:21](=[CH:22][CH:23]=[C:24]([C:27]5[N:31]=[CH:30][N:29](C(C6C=CC=CC=6)(C6C=CC=CC=6)C6C=CC=CC=6)[N:28]=5)[CH:25]=4)[N:20](C4CCCCO4)[N:19]=3)[CH:13]=2)=[O:11])=[CH:4][CH:3]=1.Cl.C(=O)(O)[O-].[Na+]. The catalyst is O1CCOCC1. The product is [NH:28]1[C:27]([C:24]2[CH:25]=[C:26]3[C:21](=[CH:22][CH:23]=2)[NH:20][N:19]=[C:18]3[C:14]2[CH:13]=[C:12]([C:10]([NH:9][CH2:8][C:5]3[CH:4]=[CH:3][C:2]([F:1])=[CH:7][CH:6]=3)=[O:11])[CH:17]=[CH:16][CH:15]=2)=[N:31][CH:30]=[N:29]1. The yield is 0.310. (4) The reactants are [Si:1]([O:8][CH2:9][C@H:10]1[C@H:19]([CH3:20])[C@@H:18]([NH:21][C:22](=[O:31])[O:23][CH2:24][C:25]2[CH:30]=[CH:29][CH:28]=[CH:27][CH:26]=2)[C:17]2[C:12](=[CH:13][CH:14]=[CH:15][CH:16]=2)[NH:11]1)([C:4]([CH3:7])([CH3:6])[CH3:5])([CH3:3])[CH3:2].N1C=CC=CC=1.[C:38](Cl)(=[O:40])[CH3:39]. The catalyst is C(Cl)Cl. The product is [C:38]([N:11]1[C:12]2[C:17](=[CH:16][CH:15]=[CH:14][CH:13]=2)[C@H:18]([NH:21][C:22](=[O:31])[O:23][CH2:24][C:25]2[CH:26]=[CH:27][CH:28]=[CH:29][CH:30]=2)[C@@H:19]([CH3:20])[C@@H:10]1[CH2:9][O:8][Si:1]([C:4]([CH3:7])([CH3:5])[CH3:6])([CH3:3])[CH3:2])(=[O:40])[CH3:39]. The yield is 0.740. (5) The reactants are [CH3:1][C:2]1[CH:7]=[CH:6][C:5]([C:8]2[C:9](=[O:18])[NH:10][C:11]3([CH2:17][CH2:16][CH2:15][CH2:14][CH2:13]3)[N:12]=2)=[CH:4][CH:3]=1.[H-].[Na+].[CH2:21]([O:23][C:24](=[O:27])[CH2:25]Br)[CH3:22].O. The catalyst is CN(C=O)C. The product is [CH3:1][C:2]1[CH:3]=[CH:4][C:5]([C:8]2[C:9](=[O:18])[N:10]([CH2:25][C:24]([O:23][CH2:21][CH3:22])=[O:27])[C:11]3([CH2:17][CH2:16][CH2:15][CH2:14][CH2:13]3)[N:12]=2)=[CH:6][CH:7]=1. The yield is 0.700. (6) The reactants are [CH3:1][C:2]1[CH2:7][CH2:6][CH2:5][CH2:4][CH:3]=1.ClS([N:12]=[C:13]=[O:14])(=O)=O. The catalyst is ClCCl. The product is [CH3:1][C:2]12[NH:12][C:13](=[O:14])[CH:7]1[CH2:6][CH2:5][CH2:4][CH2:3]2. The yield is 0.660. (7) The reactants are [CH:1]12[O:9][CH:5]([CH2:6][NH:7][CH2:8]1)[CH2:4][N:3]([C:10](=[O:12])[CH3:11])[CH2:2]2.Br[C:14]1[CH:19]=[CH:18][C:17]([O:20][CH3:21])=[C:16]([N+:22]([O-:24])=[O:23])[CH:15]=1.C(=O)([O-])[O-].[Cs+].[Cs+]. The catalyst is C1(C)C=CC=CC=1. The product is [CH3:21][O:20][C:17]1[CH:18]=[CH:19][C:14]([N:7]2[CH2:8][CH:1]3[O:9][CH:5]([CH2:4][N:3]([C:10](=[O:12])[CH3:11])[CH2:2]3)[CH2:6]2)=[CH:15][C:16]=1[N+:22]([O-:24])=[O:23]. The yield is 0.560. (8) The reactants are [CH3:1][CH:2]([O:4][C:5]1[CH:6]=[CH:7][C:8]([CH:11]=[O:12])=[N:9][CH:10]=1)[CH3:3].[CH3:13][Mg]Br.Cl. The catalyst is O1CCCC1. The product is [CH3:3][CH:2]([O:4][C:5]1[CH:6]=[CH:7][C:8]([CH:11]([OH:12])[CH3:13])=[N:9][CH:10]=1)[CH3:1]. The yield is 0.980.